Dataset: Reaction yield outcomes from USPTO patents with 853,638 reactions. Task: Predict the reaction yield, written as a fraction of the theoretical maximum amount of product (1.0 means a 100% yield; for example, 0.34 means a 34% yield). (1) The reactants are C([Li])CCC.C(NC(C)C)(C)C.[CH:13]([C:15]1[CH:24]=[C:23]2[C:18]([C:19](=[O:25])[CH2:20][CH2:21][O:22]2)=[CH:17][CH:16]=1)=[CH2:14].[CH2:26]([C:29]1[CH:37]=[CH:36][C:32]([C:33](F)=[O:34])=[CH:31][CH:30]=1)[CH2:27][CH3:28]. The catalyst is C1COCC1. The product is [CH2:26]([C:29]1[CH:30]=[CH:31][C:32]([C:33]([CH:20]2[C:19](=[O:25])[C:18]3[C:23](=[CH:24][C:15]([CH:13]=[CH2:14])=[CH:16][CH:17]=3)[O:22][CH2:21]2)=[O:34])=[CH:36][CH:37]=1)[CH2:27][CH3:28]. The yield is 0.310. (2) The reactants are Br[C:2]1[NH:6][CH:5]=[C:4]([CH:7]=[O:8])[CH:3]=1.[CH3:9][S:10][C:11]1[CH:16]=[CH:15][CH:14]=[CH:13][C:12]=1B(O)O.C(=O)([O-])[O-].[Na+].[Na+].COCCOC. The catalyst is O. The product is [CH3:9][S:10][C:11]1[CH:16]=[CH:15][CH:14]=[CH:13][C:12]=1[C:2]1[NH:6][CH:5]=[C:4]([CH:7]=[O:8])[CH:3]=1. The yield is 0.690. (3) The reactants are [NH2:1][C:2]1[C:7]([C:8]([O:10]CC)=O)=[CH:6][C:5]([O:13][CH3:14])=[C:4]([O:15][CH2:16][CH:17]2[CH2:22][CH2:21][N:20]([CH3:23])[CH2:19][CH2:18]2)[CH:3]=1.C(O)(=O)C.[CH:28](N)=[NH:29]. The catalyst is COCCO. The product is [CH3:14][O:13][C:5]1[CH:6]=[C:7]2[C:2](=[CH:3][C:4]=1[O:15][CH2:16][CH:17]1[CH2:18][CH2:19][N:20]([CH3:23])[CH2:21][CH2:22]1)[N:1]=[CH:28][NH:29][C:8]2=[O:10]. The yield is 0.700. (4) The reactants are [F:1][C:2]([F:18])([F:17])[C:3](OC1C(F)=C(F)C(F)=C(F)C=1F)=[O:4].[NH2:19][C:20]1[CH:24]=[C:23]([CH2:25][C:26]([OH:28])=O)[NH:22][N:21]=1.N1C=CC=CC=1.[F:35][C:36]1[CH:37]=[C:38]([CH:40]=[CH:41][CH:42]=1)[NH2:39].Cl. The catalyst is CN(C)C=O.C(OCC)C. The product is [F:1][C:2]([F:18])([F:17])[C:3]([NH:19][C:20]1[CH:24]=[C:23]([CH2:25][C:26]([NH:39][C:38]2[CH:40]=[CH:41][CH:42]=[C:36]([F:35])[CH:37]=2)=[O:28])[NH:22][N:21]=1)=[O:4]. The yield is 0.710. (5) The reactants are [CH3:1][O:2][C:3](=[O:24])[CH2:4][CH2:5][C:6]1[C:7](=[O:23])[N:8](CC2C=CC(OC)=CC=2OC)[CH2:9][CH2:10][CH:11]=1.C([SiH](CC)CC)C. The catalyst is FC(F)(F)C(O)=O. The product is [CH3:1][O:2][C:3](=[O:24])[CH2:4][CH2:5][C:6]1[C:7](=[O:23])[NH:8][CH2:9][CH2:10][CH:11]=1. The yield is 0.550. (6) The reactants are O.O=[C:3]1[NH:8][N:7]=[C:6]([C:9]([OH:11])=O)[CH:5]=[CH:4]1.C(Cl)(Cl)Cl.S(Cl)([Cl:18])=O.[CH:20]1([CH2:24][CH2:25][NH2:26])[CH2:23][CH2:22][CH2:21]1. The catalyst is ClCCl.C(N(CC)CC)C.CN(C)C=O. The product is [CH:20]1([CH2:24][CH2:25][NH:26][C:9]([C:6]2[N:7]=[N:8][C:3]([Cl:18])=[CH:4][CH:5]=2)=[O:11])[CH2:23][CH2:22][CH2:21]1. The yield is 0.590. (7) The reactants are [Cl:1][C:2]1[CH:8]=[C:7]([O:9][C:10]2[C:19]3[C:14](=[CH:15][C:16]([O:22][CH3:23])=[C:17]([O:20][CH3:21])[CH:18]=3)[N:13]=[CH:12][N:11]=2)[CH:6]=[CH:5][C:3]=1[NH2:4].Cl[C:25](Cl)([O:27][C:28](=[O:34])OC(Cl)(Cl)Cl)Cl.[CH:36]1(CO)[CH2:40][CH2:39][CH2:38][CH2:37]1.C(=O)(O)[O-].[Na+]. The catalyst is C(Cl)Cl.C(N(CC)CC)C.C1(C)C=CC=CC=1. The product is [Cl:1][C:2]1[CH:8]=[C:7]([O:9][C:10]2[C:19]3[C:14](=[CH:15][C:16]([O:22][CH3:23])=[C:17]([O:20][CH3:21])[CH:18]=3)[N:13]=[CH:12][N:11]=2)[CH:6]=[CH:5][C:3]=1[NH:4][C:28](=[O:34])[O:27][CH2:25][CH:36]1[CH2:40][CH2:39][CH2:38][CH2:37]1. The yield is 0.590. (8) The reactants are [Br:1][C:2]1[C:3]([CH3:9])=[C:4]([CH:6]=[CH:7][CH:8]=1)[NH2:5].[F:10][C:11]([F:22])([F:21])[C:12](O[C:12](=[O:13])[C:11]([F:22])([F:21])[F:10])=[O:13].[N+:23]([O-])([O-:25])=[O:24].[K+]. The catalyst is C(Cl)Cl. The product is [Br:1][C:2]1[C:3]([CH3:9])=[C:4]([NH:5][C:12](=[O:13])[C:11]([F:22])([F:21])[F:10])[C:6]([N+:23]([O-:25])=[O:24])=[CH:7][CH:8]=1. The yield is 0.740. (9) The reactants are [C:1]1([CH:7]=[C:8]([C:14]([C:16]2[S:17][CH:18]=[CH:19][CH:20]=2)=[O:15])[C:9]([O:11][CH2:12][CH3:13])=[O:10])[CH:6]=[CH:5][CH:4]=[CH:3][CH:2]=1.[Cl-].[Cl-].[Cl-].[Al+3]. The catalyst is [N+](CC)([O-])=O. The product is [O:15]=[C:14]1[C:16]2[S:17][CH:18]=[CH:19][C:20]=2[CH:7]([C:1]2[CH:6]=[CH:5][CH:4]=[CH:3][CH:2]=2)[CH:8]1[C:9]([O:11][CH2:12][CH3:13])=[O:10]. The yield is 1.00.